Dataset: Forward reaction prediction with 1.9M reactions from USPTO patents (1976-2016). Task: Predict the product of the given reaction. (1) Given the reactants [C:1]([O:5][C:6]([N:8]1[CH2:12][C@H:11]([CH2:13][CH2:14][C:15]2[CH:20]=[CH:19][CH:18]=[CH:17][CH:16]=2)[C@@H:10]([C:21](=[O:43])[NH:22][C@:23]2([C:28]([NH:30][S:31]([C:34]3[CH:35]=[CH:36][CH:37]=[C:38]4[C:42]=3[NH:41][CH:40]=[CH:39]4)(=[O:33])=[O:32])=[O:29])[CH2:25][C@H:24]2[CH:26]=[CH2:27])[CH2:9]1)=[O:7])([CH3:4])([CH3:3])[CH3:2].C(OC(N1[CH2:55][C@H:54](CCC2C3C(=CC=CC=3)C=CC=2)[C@@H:53](C(O)=O)[CH2:52]1)=O)(C)(C)C.Cl.NC1(C(NS(C2C=CC=C3C=2NC=C3)(=O)=O)=O)CC1.C(OC(C)(C)C)=O, predict the reaction product. The product is: [C:1]([O:5][C:6]([N:8]1[CH2:12][C@H:11]([CH2:13][CH2:14][C:15]2[C:20]3[C:19](=[CH:52][CH:53]=[CH:54][CH:55]=3)[CH:18]=[CH:17][CH:16]=2)[C@@H:10]([C:21](=[O:43])[NH:22][C@:23]2([C:28]([NH:30][S:31]([C:34]3[CH:35]=[CH:36][CH:37]=[C:38]4[C:42]=3[NH:41][CH:40]=[CH:39]4)(=[O:32])=[O:33])=[O:29])[CH2:25][C@H:24]2[CH:26]=[CH2:27])[CH2:9]1)=[O:7])([CH3:2])([CH3:3])[CH3:4]. (2) Given the reactants [CH3:1][C:2]1[CH:7]=[CH:6][CH:5]=[CH:4][C:3]=1B(O)O.Br[C:12]1[CH:18]=[CH:17][CH:16]=[CH:15][C:13]=1[NH2:14].C1(P(C2C=CC=CC=2)C2C=CC=CC=2)C=CC=CC=1.C(=O)([O-])[O-].[K+].[K+], predict the reaction product. The product is: [NH2:14][C:13]1[CH:15]=[CH:16][CH:17]=[CH:18][C:12]=1[C:3]1[CH:4]=[CH:5][CH:6]=[CH:7][C:2]=1[CH3:1]. (3) Given the reactants [C:1]([C:4]1[C:12]2[N:11]=[C:10]([CH:13]3[CH2:22][C:21]4[C:16](=[CH:17][CH:18]=[CH:19][CH:20]=4)[CH2:15][N:14]3C(OCC3C=CC=CC=3)=O)[NH:9][C:8]=2[CH:7]=[CH:6][CH:5]=1)(=[O:3])[NH2:2], predict the reaction product. The product is: [CH2:15]1[C:16]2[C:21](=[CH:20][CH:19]=[CH:18][CH:17]=2)[CH2:22][CH:13]([C:10]2[NH:9][C:8]3[CH:7]=[CH:6][CH:5]=[C:4]([C:1]([NH2:2])=[O:3])[C:12]=3[N:11]=2)[NH:14]1. (4) Given the reactants [Cl:1][C:2]1[CH:9]=[CH:8][C:5]([C:6]#[N:7])=[C:4]([O:10][C:11]2[CH:16]=[CH:15][C:14]([CH:17]=O)=[C:13](OC)[CH:12]=2)[CH:3]=1.CN.[C:23]([BH3-])#[N:24].[Na+].[C:27]([OH:34])(=[O:33])/[CH:28]=[CH:29]/[C:30]([OH:32])=[O:31], predict the reaction product. The product is: [C:27]([OH:34])(=[O:33])/[CH:28]=[CH:29]/[C:30]([OH:32])=[O:31].[Cl:1][C:2]1[CH:9]=[CH:8][C:5]([C:6]#[N:7])=[C:4]([O:10][C:11]2[CH:12]=[CH:13][C:14]([CH2:17][NH:24][CH3:23])=[CH:15][C:16]=2[O:31][CH3:30])[CH:3]=1. (5) The product is: [C:10]([O:14][C:15]([C:17]1([C:18](=[O:29])[N:3]([O:4][CH3:5])[CH3:2])[CH:22]([C:23]2[CH:28]=[CH:27][CH:26]=[CH:25][CH:24]=2)[CH:21]1[CH2:20][OH:19])=[O:16])([CH3:12])([CH3:11])[CH3:13]. Given the reactants Cl.[CH3:2][NH:3][O:4][CH3:5].C[Al](C)C.[C:10]([O:14][C:15]([C:17]12[CH:22]([C:23]3[CH:28]=[CH:27][CH:26]=[CH:25][CH:24]=3)[CH:21]1[CH2:20][O:19][C:18]2=[O:29])=[O:16])([CH3:13])([CH3:12])[CH3:11].Cl, predict the reaction product. (6) Given the reactants C(N(CC)CC)C.[CH3:8][S:9](Cl)(=[O:11])=[O:10].[F:13][C:14]1[CH:19]=[CH:18][C:17]([C:20]2[CH:25]=[CH:24][C:23]([CH:26]([C:28]3[CH:33]=[CH:32][N:31]=[CH:30][CH:29]=3)[OH:27])=[CH:22][CH:21]=2)=[C:16]([O:34][CH3:35])[CH:15]=1, predict the reaction product. The product is: [CH3:8][S:9]([O:27][CH:26]([C:23]1[CH:22]=[CH:21][C:20]([C:17]2[CH:18]=[CH:19][C:14]([F:13])=[CH:15][C:16]=2[O:34][CH3:35])=[CH:25][CH:24]=1)[C:28]1[CH:29]=[CH:30][N:31]=[CH:32][CH:33]=1)(=[O:11])=[O:10]. (7) Given the reactants [Li]CCCC.C(NC(C)C)(C)C.[CH2:13]([N:20]1[CH:24]([CH3:25])[CH2:23][CH2:22][C:21]1=[O:26])[C:14]1[CH:19]=[CH:18][CH:17]=[CH:16][CH:15]=1.[C:27](=O)([O:30]C)[O:28][CH3:29].[O-][Mn](=O)(=O)=O.[K+], predict the reaction product. The product is: [CH2:13]([N:20]1[CH:24]([CH3:25])[CH2:23][CH:22]([C:27]([O:28][CH3:29])=[O:30])[C:21]1=[O:26])[C:14]1[CH:19]=[CH:18][CH:17]=[CH:16][CH:15]=1.